From a dataset of Full USPTO retrosynthesis dataset with 1.9M reactions from patents (1976-2016). Predict the reactants needed to synthesize the given product. (1) Given the product [CH3:9][O:8][C:6]([C:5]1[CH:10]=[CH:11][C:2]([CH3:1])=[N+:3]([O-:20])[CH:4]=1)=[O:7], predict the reactants needed to synthesize it. The reactants are: [CH3:1][C:2]1[CH:11]=[CH:10][C:5]([C:6]([O:8][CH3:9])=[O:7])=[CH:4][N:3]=1.C1C=C(Cl)C=C(C(OO)=[O:20])C=1. (2) Given the product [CH2:31]([NH:33][C:27]([C:19]1[C:18]2[C:13](=[CH:14][CH:15]=[C:16]([F:30])[CH:17]=2)[N:12]=[C:11]([C@@H:9]([NH:8][C:6](=[O:7])[O:5][C:1]([CH3:3])([CH3:2])[CH3:4])[CH3:10])[C:20]=1[C:21]1[CH:26]=[CH:25][CH:24]=[CH:23][CH:22]=1)=[O:28])[CH3:32], predict the reactants needed to synthesize it. The reactants are: [C:1]([O:5][C:6]([NH:8][C@H:9]([C:11]1[C:20]([C:21]2[CH:26]=[CH:25][CH:24]=[CH:23][CH:22]=2)=[C:19]([C:27](O)=[O:28])[C:18]2[C:13](=[CH:14][CH:15]=[C:16]([F:30])[CH:17]=2)[N:12]=1)[CH3:10])=[O:7])([CH3:4])([CH3:3])[CH3:2].[CH2:31]([NH2:33])[CH3:32].CCN(C(C)C)C(C)C.CN(C(ON1N=NC2C=CC=NC1=2)=[N+](C)C)C.F[P-](F)(F)(F)(F)F. (3) Given the product [Cl:3][C:4]1[C:12]2[N:11]=[C:10]3[N:13]([C:17]4[CH:22]=[CH:21][C:20]([Cl:23])=[CH:19][C:18]=4[Cl:24])[CH2:14][CH2:15][CH2:16][N:9]3[C:8]=2[C:7]([C:25]([O:28][CH3:29])([CH3:26])[CH3:27])=[CH:6][CH:5]=1, predict the reactants needed to synthesize it. The reactants are: [H-].[Na+].[Cl:3][C:4]1[C:12]2[N:11]=[C:10]3[N:13]([C:17]4[CH:22]=[CH:21][C:20]([Cl:23])=[CH:19][C:18]=4[Cl:24])[CH2:14][CH2:15][CH2:16][N:9]3[C:8]=2[C:7]([C:25]([OH:28])([CH3:27])[CH3:26])=[CH:6][CH:5]=1.[CH3:29]I. (4) Given the product [Cl:1][C:2]1[N:7]=[N:6][C:5]([C:8]([NH2:24])=[O:9])=[C:4]([NH:13][C:14]2[CH:19]=[CH:18][CH:17]=[C:16]([C:20]([OH:23])([CH3:22])[CH3:21])[N:15]=2)[CH:3]=1, predict the reactants needed to synthesize it. The reactants are: [Cl:1][C:2]1[N:7]=[N:6][C:5]([C:8](OCC)=[O:9])=[C:4]([NH:13][C:14]2[CH:19]=[CH:18][CH:17]=[C:16]([C:20]([OH:23])([CH3:22])[CH3:21])[N:15]=2)[CH:3]=1.[NH3:24]. (5) Given the product [CH3:25][O:24][C:22]1[CH:21]=[CH:20][N:19]=[C:18]([N:3]2[CH:4]=[C:5]([C:7]#[C:8][C:9]3[CH:10]=[C:11]([CH:14]=[CH:15][CH:16]=3)[C:12]#[N:13])[N:6]=[C:2]2[CH3:1])[N:23]=1, predict the reactants needed to synthesize it. The reactants are: [CH3:1][C:2]1[NH:3][CH:4]=[C:5]([C:7]#[C:8][C:9]2[CH:10]=[C:11]([CH:14]=[CH:15][CH:16]=2)[C:12]#[N:13])[N:6]=1.Cl[C:18]1[N:23]=[C:22]([O:24][CH3:25])[CH:21]=[CH:20][N:19]=1. (6) Given the product [CH:14]1[C:23]2[C:18](=[C:19]([CH2:24][C:25]([NH:12][C:11]3[S:10][CH:9]=[N:8][C:7]=3[C:2]3[CH:3]=[N:4][CH:5]=[CH:6][N:1]=3)=[O:26])[CH:20]=[CH:21][CH:22]=2)[CH:17]=[CH:16][N:15]=1, predict the reactants needed to synthesize it. The reactants are: [N:1]1[CH:6]=[CH:5][N:4]=[CH:3][C:2]=1[C:7]1[N:8]=[CH:9][S:10][C:11]=1[NH2:12].Cl.[CH:14]1[C:23]2[C:18](=[C:19]([CH2:24][C:25](O)=[O:26])[CH:20]=[CH:21][CH:22]=2)[CH:17]=[CH:16][N:15]=1. (7) Given the product [CH3:28][C:27]([CH3:30])([CH3:29])[CH2:26][CH2:25][C:15]1([CH3:24])[C:16]2[C:21](=[CH:20][CH:19]=[CH:18][CH:17]=2)[C:22]([OH:23])=[C:13]([C:8]2[NH:7][C:6]3[CH:32]=[CH:33][C:3]([NH:2][S:34]([CH3:37])(=[O:36])=[O:35])=[CH:4][C:5]=3[S:10](=[O:12])(=[O:11])[N:9]=2)[C:14]1=[O:31], predict the reactants needed to synthesize it. The reactants are: Cl[NH:2][C:3]1[CH:33]=[CH:32][C:6]2[NH:7][C:8]([C:13]3[C:14](=[O:31])[C:15]([CH2:25][CH2:26][C:27]([CH3:30])([CH3:29])[CH3:28])([CH3:24])[C:16]4[C:21]([C:22]=3[OH:23])=[CH:20][CH:19]=[CH:18][CH:17]=4)=[N:9][S:10](=[O:12])(=[O:11])[C:5]=2[CH:4]=1.[S:34](Cl)([CH3:37])(=[O:36])=[O:35].N1C=CC=CC=1. (8) Given the product [F:2][C:3]1[C:4]([N:25]2[C:30](=[O:31])[CH:29]=[C:28]([C:32]([F:33])([F:34])[F:35])[N:27]([CH3:36])[C:26]2=[O:37])=[CH:5][C:6]([O:12][C:13]2[CH:18]=[CH:17][CH:16]=[CH:15][C:14]=2[O:19][CH2:20][C:21]([O:23][CH3:24])=[O:22])=[C:7]([CH:8]=1)[NH2:9], predict the reactants needed to synthesize it. The reactants are: O.[F:2][C:3]1[C:4]([N:25]2[C:30](=[O:31])[CH:29]=[C:28]([C:32]([F:35])([F:34])[F:33])[N:27]([CH3:36])[C:26]2=[O:37])=[CH:5][C:6]([O:12][C:13]2[CH:18]=[CH:17][CH:16]=[CH:15][C:14]=2[O:19][CH2:20][C:21]([O:23][CH3:24])=[O:22])=[C:7]([N+:9]([O-])=O)[CH:8]=1. (9) Given the product [CH2:1]([N:4]([C:33](=[O:34])[C:32]1[C:31]([F:30])=[CH:39][CH:38]=[CH:37][C:36]=1[F:40])[C:5]([N:6]([C:8]1[CH:13]=[CH:12][C:11]([S:14][C:15]([F:16])([F:17])[F:18])=[CH:10][C:9]=1[F:19])[CH3:7])=[O:20])[CH:2]=[CH2:3], predict the reactants needed to synthesize it. The reactants are: [CH2:1]([NH:4][C:5](=[O:20])[N:6]([C:8]1[CH:13]=[CH:12][C:11]([S:14][C:15]([F:18])([F:17])[F:16])=[CH:10][C:9]=1[F:19])[CH3:7])[CH:2]=[CH2:3].C(N(C(C)C)CC)(C)C.[F:30][C:31]1[CH:39]=[CH:38][CH:37]=[C:36]([F:40])[C:32]=1[C:33](Cl)=[O:34].C(OC)(C)(C)C.